From a dataset of Reaction yield outcomes from USPTO patents with 853,638 reactions. Predict the reaction yield, written as a fraction of the theoretical maximum amount of product (1.0 means a 100% yield; for example, 0.34 means a 34% yield). (1) The reactants are O[CH2:2][C:3]1[CH:4]=[CH:5][C:6]([C:9]#[N:10])=[N:7][CH:8]=1.S(Cl)(C)(=O)=O.C(N(CC)CC)C.S([O-])(=O)(=O)C.[N-:28]=[N+:29]=[N-:30].[Na+]. The catalyst is C(Cl)Cl.CN(C=O)C.O. The product is [N:28]([CH2:2][C:3]1[CH:4]=[CH:5][C:6]([C:9]#[N:10])=[N:7][CH:8]=1)=[N+:29]=[N-:30]. The yield is 0.830. (2) The reactants are [CH3:1][C:2]1[NH:3][C:4]2[CH2:5][C:6]([CH3:28])([CH3:27])[CH2:7][C:8](=[O:26])[C:9]=2[C:10]=1[CH2:11][C:12]1[CH:17]=[CH:16][CH:15]=[CH:14][C:13]=1[S:18]([N:21]1[CH2:25][CH2:24][CH2:23][CH2:22]1)(=[O:20])=[O:19].Br[CH2:30][C:31]([O:33][CH2:34][CH3:35])=[O:32].C(=O)([O-])[O-].[K+].[K+].[I-].[K+]. The catalyst is C(#N)C.[Cl-].[NH4+].C(Cl)Cl.CO. The product is [CH3:1][C:2]1[N:3]([CH2:30][C:31]([O:33][CH2:34][CH3:35])=[O:32])[C:4]2[CH2:5][C:6]([CH3:28])([CH3:27])[CH2:7][C:8](=[O:26])[C:9]=2[C:10]=1[CH2:11][C:12]1[CH:17]=[CH:16][CH:15]=[CH:14][C:13]=1[S:18]([N:21]1[CH2:22][CH2:23][CH2:24][CH2:25]1)(=[O:20])=[O:19]. The yield is 0.840.